Dataset: Experimentally validated miRNA-target interactions with 360,000+ pairs, plus equal number of negative samples. Task: Binary Classification. Given a miRNA mature sequence and a target amino acid sequence, predict their likelihood of interaction. (1) The miRNA is hsa-miR-4430 with sequence AGGCUGGAGUGAGCGGAG. The protein sequence of the target gene is MAEEEGPPVELRQRKKPKSSENKESAKEEKISDIPIPERAPKHVLFQRFAKIFIGCLAAVTSGMMYALYLSAYHERKFWFSNRQELEREITFQGDSAIYYSYYKDMLKAPSFERGVYELTHNNKTVSLKTINAVQQMSLYPELIASILYQATGSNEIIEPVYFYIGIVFGLQGIYVTALFVTSWLMSGTWLAGMLTVAWFVINRVDTTRIEYSIPLRENWALPYFACQIAALTGYLKSNLNTYGERFCYLLMSASTYTFMMMWEYSHYLLFLQAISLFLLDTFSVEQSDKVYEVYKIYIF.... Result: 1 (interaction). (2) The miRNA is hsa-miR-200b-3p with sequence UAAUACUGCCUGGUAAUGAUGA. The protein sequence of the target gene is MEPAGHSSATHNIVVPNANPTQPQPLAPAMREEGATLSPPNTWSSSSVEFLDDADDNRLLFTCTFTLPHGTVLSSATYADGFHEQYLTIGDNFLARLEPKGQSFILSAAAASVKQRIFARVTMPDGALRACELLCEFETDRAKITVLALRSAFSLQASHVSSNFHVFTFITKHSSTCALTHIDYASIPYLGLLPTDLIGKSLLAFVYSPDVHVVRQAHIDLHNSRGKIVKSIADLRLVAHNGSILRCQTEWSAYVNPWTRKMELVVARHRICSLPIGDSDVISSPPPGIQSNTLPPVMAK.... Result: 0 (no interaction). (3) The miRNA is hsa-miR-6715b-5p with sequence ACAGGCACGACUGGUUUGGCA. The protein sequence of the target gene is MERARDRLHLRRTTEQHVPEVEVQVKRRRTASLSNQECQLYPRRSQQQQVPVVDFQAELRQAFLAETPRGG. Result: 0 (no interaction). (4) Result: 0 (no interaction). The miRNA is hsa-miR-629-3p with sequence GUUCUCCCAACGUAAGCCCAGC. The protein sequence of the target gene is MSSYLEYVSCAAGGGSGGVGGDVLGFAPKFCRADARPVALQPAFPLGSGDGAFVSCLPLATARPTPSPPAGPAQSPVPQPAAPRYAPCTLEGAYERGAAPASAAEYGFLGSGPAFDFPGALGRAADEGGAHVHYATSAVFSGGGSFLLSGQVDFAAFGEPGPFPACLKEPADGHPGPFQTVSPAPGACPKPASPTSSLPAAHSTFEWMKVKRNAPKKSKLSEYGATSPPSAIRTNFSTKQLTELEKEFHFNKYLTRARRIEIANCLQLNDTQVKIWFQNRRMKQKKREREGLLATAASVA.... (5) The miRNA is hsa-miR-7846-3p with sequence CAGCGGAGCCUGGAGAGAAGG. The protein sequence of the target gene is MAGTVVLDDVELREAQRDYLDFLDDEEDQGIYQSKVRELISDNQYRLIVNVNDLRRKNEKRANRLLNNAFEELVAFQRALKDFVASIDATYAKQYEEFYVGLEGSFGSKHVSPRTLTSCFLSCVVCVEGIVTKCSLVRPKVVRSVHYCPATKKTIERRYSDLTTLVAFPSSSVYPTKDEENNPLETEYGLSVYKDHQTITIQEMPEKAPAGQLPRSVDVILDDDLVDKAKPGDRVQVVGTYRCLPGKKGGYTSGTFRTVLIACNVKQMSKDAQPSFSAEDIAKIKKFSKTRSKDIFDQLA.... Result: 0 (no interaction). (6) The miRNA is dme-miR-2c-3p with sequence UAUCACAGCCAGCUUUGAUGGGC. The protein sequence of the target gene is MRASLLLSVLRPAGPVAVGISLGFTLSLLSVTWVEEPCGPGPPQPGDSELPPRGNTNAARRPNSVQPGAEREKPGAGEGAGENWEPRVLPYHPAQPGQAAKKAVRTRYISTELGIRQRLLVAVLTSQTTLPTLGVAVNRTLGHRLERVVFLTGARGRRAPPGMAVVTLGEERPIGHLHLALRHLLEQHGDDFDWFFLVPDTTYTEAHGLARLTGHLSLASAAHLYLGRPQDFIGGEPTPGRYCHGGFGVLLSRMLLQQLRPHLEGCRNDIVSARPDEWLGRCILDATGVGCTGDHEGVHY.... Result: 0 (no interaction). (7) The miRNA is hsa-miR-26b-5p with sequence UUCAAGUAAUUCAGGAUAGGU. The protein sequence of the target gene is MAAVVLAATRLLRGSGSWGCSRLRFGPPAYRRFSSGGAYPNIPLSSPLPGVPKPVFATVDGQEKFETKVTTLDNGLRVASQNKFGQFCTVGILINSGSRYEAKYLSGIAHFLEKLAFSSTARFDSKDEILLTLEKHGGICDCQTSRDTTMYAVSADSKGLDTVVALLADVVLQPRLTDEEVEMTRMAVQFELEDLNLRPDPEPLLTEMIHEAAYRENTVGLHRFCPTENVAKINREVLHSYLRNYYTPDRMVLAGVGVEHEHLVDCARKYLLGVQPAWGSAEAVDIDRSVAQYTGGIAKL.... Result: 1 (interaction). (8) The miRNA is hsa-miR-6865-3p with sequence ACACCCUCUUUCCCUACCGCC. The protein sequence of the target gene is MLNMESAGVSAAMAGLSKSLTTPFSINDILTRSNPETRRMSSVDSEPEPEKLKPSSDRERSISKSPPLCCRDLGLYKLTQPKEIQPSARQPSNYLQYYAAAMDNNNHHHQATGTSNSSAADYMQRKLAYFGSTLAAPLDMRRCTSNDSDCDSPPPLSSSPSESPLSHDGSGLSRKKRSRAAFSHAQVFELERRFAQQRYLSGPERSEMAKSLRLTETQVKIWFQNRRYKTKRKQIQQHEAALLGASKRVPVQVLVREDGSTTYAHMAAPGAGHGLDPALINIYRHQLQLAYGGLPLPQMQ.... Result: 0 (no interaction). (9) The miRNA is hsa-miR-3140-5p with sequence ACCUGAAUUACCAAAAGCUUU. The protein sequence of the target gene is MAGAGSEARFAGLSLVQLNELLEDEGQLTEMVQKMEETQNVQLNKEMTLASNRSLAEGNLLYQPQLDTLKARLTQKYQELQVLFEAYQIKKTKLDRQSSSASLETLLALLQAEGAKIEEDTENMAEKFLDGELPLDSFIDVYQSKRKLAHMRRVKIEKLQEMVLKGQRLPQALAPLPPRLPELAPTAPLPYPAPEASGPPAVAPRRIPPPPPPVPAGRLATPFTAAMSSGQAVPYPGLQCPPLPPRVGLPTQQGFSSQFVSPYPPPLPQRPPPRLPPHQPGFILQ. Result: 0 (no interaction). (10) The miRNA is mmu-miR-669o-5p with sequence UAGUUGUGUGUGCAUGUUUAUGU. The protein sequence of the target gene is MASRLPTAWSCEPVTFEDVTLGFTPEEWGLLDLKQKSLYREVMLENYRNLVSVEHQLSKPDVVSQLEEAEDFWPVERGIPQDTIPEYPELQLDPKLDPLPAESPLMNIEVVEVLTLNQEVAGPRNAQIQALYAEDGSLSADAPSEQVQQQGKHPGDPEAARQRFRQFRYKDMTGPREALDQLRELCHQWLQPKARSKEQILELLVLEQFLGALPVKLRTWVESQHPENCQEVVALVEGVTWMSEEEVLPAGQPAEGTTCCLEVTAQQEEKQEDAAICPVTVLPEEPVTFQDVAVDFSREE.... Result: 0 (no interaction).